Dataset: Full USPTO retrosynthesis dataset with 1.9M reactions from patents (1976-2016). Task: Predict the reactants needed to synthesize the given product. (1) Given the product [NH2:1][C:2]1[N:10]=[C:9]2[C:5]([N:6]=[CH:7][N:8]2[CH2:11][C:12]([OH:14])=[O:13])=[C:4]([C:17]2[O:18][CH:19]=[CH:20][CH:21]=2)[N:3]=1, predict the reactants needed to synthesize it. The reactants are: [NH2:1][C:2]1[N:10]=[C:9]2[C:5]([N:6]=[CH:7][N:8]2[CH2:11][C:12]([O:14]CC)=[O:13])=[C:4]([C:17]2[O:18][CH:19]=[CH:20][CH:21]=2)[N:3]=1.[OH-].[Na+].[F-].C([N+](CCCC)(CCCC)CCCC)CCC. (2) The reactants are: [O:1]1[CH2:6][CH2:5][N:4]([C:7]2[C:8]3[S:21][C:20]([C:22]([OH:24])=O)=[CH:19][C:9]=3[N:10]=[C:11](C3C=NC=CC=3)[N:12]=2)[CH2:3][CH2:2]1.ON1C2N=CC=CC=2N=N1.F[P-](F)(F)(F)(F)F.C[N+](C)=C(N(C)C)O.C(N(CC)C(C)C)(C)C.[Cl-:59].[NH4+:60]. Given the product [Cl:59][C:11]1[N:12]=[C:7]([N:4]2[CH2:5][CH2:6][O:1][CH2:2][CH2:3]2)[C:8]2[S:21][C:20]([C:22]([NH2:60])=[O:24])=[CH:19][C:9]=2[N:10]=1, predict the reactants needed to synthesize it. (3) Given the product [N:3]1[C:4]2[CH2:5][CH2:6][CH2:7][CH2:8][C:9]=2[CH:10]=[C:11]([C:12]#[N:13])[CH:2]=1, predict the reactants needed to synthesize it. The reactants are: Cl[C:2]1[C:11]([C:12]#[N:13])=[CH:10][C:9]2[CH2:8][CH2:7][CH2:6][CH2:5][C:4]=2[N:3]=1.O.O.O.C([O-])(=O)C.[Na+].C(O)(=O)C.[OH-].[Na+]. (4) Given the product [F:1][C:2]1[CH:3]=[C:4]2[C:9](=[CH:10][CH:11]=1)[N:8]=[C:7]([S:12][CH2:15][CH2:16][C:17]([OH:19])=[O:18])[NH:6][C:5]2=[O:13], predict the reactants needed to synthesize it. The reactants are: [F:1][C:2]1[CH:3]=[C:4]2[C:9](=[CH:10][CH:11]=1)[N:8]=[C:7]([SH:12])[NH:6][C:5]2=[O:13].Br[CH2:15][CH2:16][C:17]([OH:19])=[O:18].C(=O)([O-])[O-].[K+].[K+].Cl. (5) Given the product [O:23]=[C:14]([C:11]1[CH:12]=[CH:13][C:8]([O:1][C:2]2[CH:3]=[CH:4][CH:5]=[CH:6][CH:7]=2)=[CH:9][CH:10]=1)[CH2:15][CH:16]([CH:30]1[C:28](=[O:29])[NH:27][C:25](=[O:26])[NH:24][C:31]1=[O:32])[C:17]1[CH:18]=[CH:19][CH:20]=[CH:21][CH:22]=1, predict the reactants needed to synthesize it. The reactants are: [O:1]([C:8]1[CH:13]=[CH:12][C:11]([C:14](=[O:23])[CH:15]=[CH:16][C:17]2[CH:22]=[CH:21][CH:20]=[CH:19][CH:18]=2)=[CH:10][CH:9]=1)[C:2]1[CH:7]=[CH:6][CH:5]=[CH:4][CH:3]=1.[NH:24]1[C:31](=[O:32])[CH2:30][C:28](=[O:29])[NH:27][C:25]1=[O:26]. (6) Given the product [C:1]1([C:20]2[CH:25]=[CH:24][CH:23]=[CH:22][CH:21]=2)[CH:6]=[CH:5][CH:4]=[CH:3][C:2]=1[N:7]([C:8]1[CH:13]=[CH:12][C:11]([C:14]2[CH:19]=[CH:18][CH:17]=[CH:16][CH:15]=2)=[CH:10][CH:9]=1)[C:30]1[CH:31]=[CH:32][C:27]([Cl:26])=[CH:28][CH:29]=1, predict the reactants needed to synthesize it. The reactants are: [C:1]1([C:20]2[CH:25]=[CH:24][CH:23]=[CH:22][CH:21]=2)[CH:6]=[CH:5][CH:4]=[CH:3][C:2]=1[NH:7][C:8]1[CH:13]=[CH:12][C:11]([C:14]2[CH:19]=[CH:18][CH:17]=[CH:16][CH:15]=2)=[CH:10][CH:9]=1.[Cl:26][C:27]1[CH:32]=[CH:31][C:30](I)=[CH:29][CH:28]=1.C(P(C(C)(C)C)C(C)(C)C)(C)(C)C.CC(C)([O-])C.[Na+].